From a dataset of Full USPTO retrosynthesis dataset with 1.9M reactions from patents (1976-2016). Predict the reactants needed to synthesize the given product. Given the product [Cl:18][C:15]1[CH:16]=[CH:17][C:12]([N:8]2[C:7]3[CH:19]=[CH:20][CH:21]=[CH:22][C:6]=3[N:5]([CH2:4][CH2:3][CH2:2][NH:25][CH2:23][CH3:24])[S:9]2(=[O:11])=[O:10])=[CH:13][CH:14]=1, predict the reactants needed to synthesize it. The reactants are: Br[CH2:2][CH2:3][CH2:4][N:5]1[S:9](=[O:11])(=[O:10])[N:8]([C:12]2[CH:17]=[CH:16][C:15]([Cl:18])=[CH:14][CH:13]=2)[C:7]2[CH:19]=[CH:20][CH:21]=[CH:22][C:6]1=2.[CH2:23]([NH2:25])[CH3:24].